Dataset: Forward reaction prediction with 1.9M reactions from USPTO patents (1976-2016). Task: Predict the product of the given reaction. (1) Given the reactants [C:1]([NH:4][C:5]1[CH:6]=[C:7]([N:11]([C:19]2([C:44]([O:46][CH3:47])=[O:45])[CH2:24][CH2:23][N:22]([CH2:25][CH:26]([C:39]3[S:40][CH:41]=[CH:42][CH:43]=3)[C:27]([O:29]CC3C=CC(OC)=CC=3)=[O:28])[CH2:21][CH2:20]2)[C:12]([C:14]2[O:15][CH:16]=[CH:17][CH:18]=2)=[O:13])[CH:8]=[CH:9][CH:10]=1)(=[O:3])[CH3:2].FC(F)(F)C(O)=O, predict the reaction product. The product is: [C:1]([NH:4][C:5]1[CH:6]=[C:7]([N:11]([C:19]2([C:44]([O:46][CH3:47])=[O:45])[CH2:20][CH2:21][N:22]([CH2:25][CH:26]([C:39]3[S:40][CH:41]=[CH:42][CH:43]=3)[C:27]([OH:29])=[O:28])[CH2:23][CH2:24]2)[C:12]([C:14]2[O:15][CH:16]=[CH:17][CH:18]=2)=[O:13])[CH:8]=[CH:9][CH:10]=1)(=[O:3])[CH3:2]. (2) The product is: [CH3:19][C:20]1([CH3:36])[C:24]([CH3:26])([CH3:25])[O:23][B:22]([C:2]2[CH:7]=[CH:6][C:5]([CH:8]([C:14]([O:16][CH2:17][CH3:18])=[O:15])[C:9]([O:11][CH2:12][CH3:13])=[O:10])=[CH:4][CH:3]=2)[O:21]1. Given the reactants Br[C:2]1[CH:7]=[CH:6][C:5]([CH:8]([C:14]([O:16][CH2:17][CH3:18])=[O:15])[C:9]([O:11][CH2:12][CH3:13])=[O:10])=[CH:4][CH:3]=1.[CH3:19][C:20]1([CH3:36])[C:24]([CH3:26])([CH3:25])[O:23][B:22]([B:22]2[O:23][C:24]([CH3:26])([CH3:25])[C:20]([CH3:36])([CH3:19])[O:21]2)[O:21]1.C([O-])(=O)C.[K+], predict the reaction product. (3) The product is: [BrH:2].[C:6]1([C:27]2[CH:28]=[CH:29][CH:30]=[CH:31][CH:32]=2)[CH:7]=[CH:8][C:9]([CH2:12][CH2:13][NH:14][CH2:15][CH2:16][C:17]2[CH:18]=[C:19]([OH:25])[C:20]([OH:23])=[CH:21][CH:22]=2)=[CH:10][CH:11]=1. Given the reactants B(Br)(Br)[Br:2].Cl.[C:6]1([C:27]2[CH:32]=[CH:31][CH:30]=[CH:29][CH:28]=2)[CH:11]=[CH:10][C:9]([CH2:12][CH2:13][NH:14][CH2:15][CH2:16][C:17]2[CH:22]=[CH:21][C:20]([O:23]C)=[C:19]([O:25]C)[CH:18]=2)=[CH:8][CH:7]=1, predict the reaction product. (4) Given the reactants [Br:1][C:2]1[C:3]([C:15]#[CH:16])=[N:4][CH:5]=[C:6]([C:8]2[CH:13]=[CH:12][C:11]([Cl:14])=[CH:10][CH:9]=2)[CH:7]=1.I[C:18]1[CH:27]=[CH:26][C:21]([O:22][CH2:23][CH2:24][OH:25])=[CH:20][CH:19]=1.BrCl, predict the reaction product. The product is: [Br:1][C:2]1[C:3]([C:15]#[C:16][C:18]2[CH:27]=[CH:26][C:21]([O:22][CH2:23][CH2:24][OH:25])=[CH:20][CH:19]=2)=[N:4][CH:5]=[C:6]([C:8]2[CH:13]=[CH:12][C:11]([Cl:14])=[CH:10][CH:9]=2)[CH:7]=1. (5) Given the reactants [CH3:1][O:2][CH2:3][CH:4]([NH:16][C:17]([N:19]1[CH2:24][C:23](=[O:25])[NH:22][C:21]2[C:26]([C:30]([O:32]C)=O)=[CH:27][CH:28]=[N:29][C:20]1=2)=[O:18])[C:5]1[CH:10]=[CH:9][C:8]([O:11][C:12]([F:15])([F:14])[F:13])=[CH:7][CH:6]=1.[CH3:34][Mg]Br.O1CCCC1.Cl, predict the reaction product. The product is: [C:30]([C:26]1[C:21]2[NH:22][C:23](=[O:25])[CH2:24][N:19]([C:17]([NH:16][CH:4]([C:5]3[CH:10]=[CH:9][C:8]([O:11][C:12]([F:14])([F:15])[F:13])=[CH:7][CH:6]=3)[CH2:3][O:2][CH3:1])=[O:18])[C:20]=2[N:29]=[CH:28][CH:27]=1)(=[O:32])[CH3:34]. (6) The product is: [O:18]=[C:16]1[C:15]2[C:14](=[CH:22][CH:21]=[CH:20][CH:19]=2)[C:13](=[O:23])[N:17]1[CH2:25][C:26]([CH3:32])([CH3:31])[C:27]([O:29][CH3:30])=[O:28]. Given the reactants N(C(OCC)=O)=NC(OCC)=O.[C:13]1(=[O:23])[NH:17][C:16](=[O:18])[C:15]2=[CH:19][CH:20]=[CH:21][CH:22]=[C:14]12.O[CH2:25][C:26]([CH3:32])([CH3:31])[C:27]([O:29][CH3:30])=[O:28].C1(P(C2C=CC=CC=2)C2C=CC=CC=2)C=CC=CC=1, predict the reaction product. (7) Given the reactants [CH3:1][Mg]Br.CON(C)[C:7]([C:9]1[N:10]=[C:11]([C:14]2[CH:19]=[CH:18][C:17]([CH2:20][CH2:21][O:22][Si:23]([C:36]([CH3:39])([CH3:38])[CH3:37])([C:30]3[CH:35]=[CH:34][CH:33]=[CH:32][CH:31]=3)[C:24]3[CH:29]=[CH:28][CH:27]=[CH:26][CH:25]=3)=[CH:16][N:15]=2)[S:12][CH:13]=1)=[O:8], predict the reaction product. The product is: [C:36]([Si:23]([C:30]1[CH:31]=[CH:32][CH:33]=[CH:34][CH:35]=1)([C:24]1[CH:29]=[CH:28][CH:27]=[CH:26][CH:25]=1)[O:22][CH2:21][CH2:20][C:17]1[CH:18]=[CH:19][C:14]([C:11]2[S:12][CH:13]=[C:9]([C:7](=[O:8])[CH3:1])[N:10]=2)=[N:15][CH:16]=1)([CH3:37])([CH3:38])[CH3:39]. (8) Given the reactants [OH-:1].[Na+].[NH2:3][C:4]1[N:11]=[C:10]([C:12]2[O:13][CH:14]=[CH:15][CH:16]=2)[C:9]([C:17]2[CH:22]=[CH:21][C:20](=[O:23])[N:19]([CH2:24][CH3:25])[CH:18]=2)=[CH:8]C=1C#N.Cl.[CH2:27]([OH:29])[CH3:28], predict the reaction product. The product is: [NH2:3][C:4]1[N:11]=[C:10]([C:12]2[O:13][CH:14]=[CH:15][CH:16]=2)[C:9]([C:17]2[CH:22]=[CH:21][C:20](=[O:23])[N:19]([CH2:24][CH3:25])[CH:18]=2)=[CH:8][C:28]=1[C:27]([OH:1])=[O:29]. (9) Given the reactants [Cl:1][C:2]1[CH:7]=[CH:6][CH:5]=[CH:4][C:3]=1[N:8]1[C:12]([C:13]2[S:14][C:15]([C:18]3[CH:23]=[CH:22][CH:21]=[C:20]([S:24]([CH3:27])(=[O:26])=[O:25])[CH:19]=3)=[CH:16][CH:17]=2)=[CH:11][C:10]([CH2:28][C:29]#[N:30])=[N:9]1.[N-:31]=[N+:32]=[N-:33].[Na+].[NH4+].[Cl-].CN(C=O)C, predict the reaction product. The product is: [Cl:1][C:2]1[CH:7]=[CH:6][CH:5]=[CH:4][C:3]=1[N:8]1[C:12]([C:13]2[S:14][C:15]([C:18]3[CH:23]=[CH:22][CH:21]=[C:20]([S:24]([CH3:27])(=[O:25])=[O:26])[CH:19]=3)=[CH:16][CH:17]=2)=[CH:11][C:10]([CH2:28][C:29]2[NH:33][N:32]=[N:31][N:30]=2)=[N:9]1. (10) Given the reactants C[O:2][C:3](=[O:39])[C:4]1[CH:9]=[CH:8][C:7]([S:10]([C:29]2[CH:34]=[CH:33][C:32]([C:35]([CH3:38])([CH3:37])[CH3:36])=[CH:31][CH:30]=2)([C:12](=[O:28])[NH:13][C:14]2[CH:19]=[CH:18][C:17]([O:20][CH2:21][CH:22]3[CH2:27][CH2:26][CH2:25][CH2:24][CH2:23]3)=[CH:16][CH:15]=2)[CH3:11])=[CH:6][CH:5]=1.[Li+].[OH-].Cl, predict the reaction product. The product is: [C:35]([C:32]1[CH:33]=[CH:34][C:29]([S:10]([C:12](=[O:28])[NH:13][C:14]2[CH:19]=[CH:18][C:17]([O:20][CH2:21][CH:22]3[CH2:23][CH2:24][CH2:25][CH2:26][CH2:27]3)=[CH:16][CH:15]=2)([CH3:11])[C:7]2[CH:8]=[CH:9][C:4]([C:3]([OH:39])=[O:2])=[CH:5][CH:6]=2)=[CH:30][CH:31]=1)([CH3:38])([CH3:36])[CH3:37].